This data is from Forward reaction prediction with 1.9M reactions from USPTO patents (1976-2016). The task is: Predict the product of the given reaction. (1) Given the reactants [F:1][C:2]([F:19])([F:18])[C:3]1[CH:7]=[CH:6][N:5]([CH:8]([CH2:14][CH2:15][CH2:16][CH3:17])[C:9]([O:11]CC)=[O:10])[N:4]=1.BrC(C(C)C)C(OCC)=O, predict the reaction product. The product is: [F:19][C:2]([F:1])([F:18])[C:3]1[CH:7]=[CH:6][N:5]([CH:8]([CH2:14][CH2:15][CH2:16][CH3:17])[C:9]([OH:11])=[O:10])[N:4]=1. (2) Given the reactants C([O:8][C:9]1[CH:10]=[C:11]2[C:15](=[CH:16][CH:17]=1)[NH:14][CH:13]=[C:12]2[C:18]1[CH2:19][CH2:20][N:21]([CH2:24][CH2:25][CH2:26][CH2:27][CH2:28][CH2:29][CH2:30][N:31]2[C:35](=[O:36])[C:34]3=[CH:37][CH:38]=[CH:39][CH:40]=[C:33]3[C:32]2=[O:41])[CH2:22][CH:23]=1)C1C=CC=CC=1.C([O-])=O.[NH4+], predict the reaction product. The product is: [OH:8][C:9]1[CH:10]=[C:11]2[C:15](=[CH:16][CH:17]=1)[NH:14][CH:13]=[C:12]2[CH:18]1[CH2:19][CH2:20][N:21]([CH2:24][CH2:25][CH2:26][CH2:27][CH2:28][CH2:29][CH2:30][N:31]2[C:32](=[O:41])[C:33]3=[CH:40][CH:39]=[CH:38][CH:37]=[C:34]3[C:35]2=[O:36])[CH2:22][CH2:23]1. (3) The product is: [CH:1]1([C:7]2[C:11]([CH2:12][CH2:13][CH2:14][O:15][C:27]3[C:32]([CH3:33])=[CH:31][CH:30]=[CH:29][C:28]=3[CH2:34][C:35]([OH:37])=[O:36])=[CH:10][N:9]([C:16]3[CH:21]=[CH:20][C:19]([C:22]([F:23])([F:24])[F:25])=[CH:18][N:17]=3)[N:8]=2)[CH2:6][CH2:5][CH2:4][CH2:3][CH2:2]1. Given the reactants [CH:1]1([C:7]2[C:11]([CH2:12][CH2:13][CH2:14][OH:15])=[CH:10][N:9]([C:16]3[CH:21]=[CH:20][C:19]([C:22]([F:25])([F:24])[F:23])=[CH:18][N:17]=3)[N:8]=2)[CH2:6][CH2:5][CH2:4][CH2:3][CH2:2]1.O[C:27]1[C:32]([CH3:33])=[CH:31][CH:30]=[CH:29][C:28]=1[CH2:34][C:35]([O:37]C)=[O:36].C(P(CCCC)CCCC)CCC.N(C(N1CCCCC1)=O)=NC(N1CCCCC1)=O, predict the reaction product. (4) Given the reactants [CH3:1][C:2]1([C:8]([NH:10][C:11]2[CH:16]=[C:15]([O:17][CH:18]3[CH2:27][CH2:26][C:25]4[CH:24]=[C:23]([C:28]([O:30][CH3:31])=[O:29])[CH:22]=[CH:21][C:20]=4[CH2:19]3)[CH:14]=[CH:13][N:12]=2)=[O:9])[CH2:7][CH2:6][NH:5][CH2:4][CH2:3]1.Cl.[CH2:33](N(CC)CC)[CH3:34].ICC, predict the reaction product. The product is: [CH2:33]([N:5]1[CH2:4][CH2:3][C:2]([C:8]([NH:10][C:11]2[CH:16]=[C:15]([O:17][CH:18]3[CH2:27][CH2:26][C:25]4[CH:24]=[C:23]([C:28]([O:30][CH3:31])=[O:29])[CH:22]=[CH:21][C:20]=4[CH2:19]3)[CH:14]=[CH:13][N:12]=2)=[O:9])([CH3:1])[CH2:7][CH2:6]1)[CH3:34]. (5) Given the reactants [NH2:1][C:2]1[C:23]([Cl:24])=[C:22]([CH:25]2[O:29][CH2:28][CH2:27][O:26]2)[C:21]([O:30][C:31]([F:34])([F:33])[F:32])=[CH:20][C:3]=1[C:4]([NH:6][CH2:7][C:8]1[CH:13]=[C:12]([Cl:14])[CH:11]=[CH:10][C:9]=1[S:15]([CH2:18][CH3:19])(=[O:17])=[O:16])=[O:5].[CH3:35]C1C=CC(S(O)(=O)=O)=CC=1, predict the reaction product. The product is: [Cl:24][C:23]1[C:22]([CH:25]2[O:26][CH2:27][CH2:28][O:29]2)=[C:21]([O:30][C:31]([F:33])([F:32])[F:34])[CH:20]=[C:3]2[C:2]=1[N:1]=[CH:35][N:6]([CH2:7][C:8]1[CH:13]=[C:12]([Cl:14])[CH:11]=[CH:10][C:9]=1[S:15]([CH2:18][CH3:19])(=[O:17])=[O:16])[C:4]2=[O:5].